Dataset: Reaction yield outcomes from USPTO patents with 853,638 reactions. Task: Predict the reaction yield, written as a fraction of the theoretical maximum amount of product (1.0 means a 100% yield; for example, 0.34 means a 34% yield). (1) The reactants are [C:1]([O:5][C:6]([N:8]1[CH2:13][CH2:12][CH2:11][CH:10]([O:14][C:15]2[CH:20]=[CH:19][C:18]([NH2:21])=[CH:17][C:16]=2[C:22]2[N:23]([CH3:28])[N:24]=[CH:25][C:26]=2[Br:27])[CH2:9]1)=[O:7])([CH3:4])([CH3:3])[CH3:2].[F:29][C:30]1[CH:38]=[CH:37][C:33]([C:34](O)=[O:35])=[CH:32][CH:31]=1.CN(C(ON1N=NC2C=CC=NC1=2)=[N+](C)C)C.F[P-](F)(F)(F)(F)F.C(N(CC)CC)C. The catalyst is CN(C=O)C. The product is [C:1]([O:5][C:6]([N:8]1[CH2:13][CH2:12][CH2:11][CH:10]([O:14][C:15]2[CH:20]=[CH:19][C:18]([NH:21][C:34](=[O:35])[C:33]3[CH:37]=[CH:38][C:30]([F:29])=[CH:31][CH:32]=3)=[CH:17][C:16]=2[C:22]2[N:23]([CH3:28])[N:24]=[CH:25][C:26]=2[Br:27])[CH2:9]1)=[O:7])([CH3:4])([CH3:3])[CH3:2]. The yield is 0.320. (2) The reactants are C(O)(C(F)(F)F)=O.[NH2:8][CH2:9][C:10]([OH:12])=[O:11].[CH3:13][CH2:14][C:15]1[C:24]2[CH2:25][N:26]3[C:31](=[O:32])[C:30]4[CH2:33][O:34][C:35]([C@:37]([OH:40])([CH2:38][CH3:39])[C:29]=4[CH:28]=[C:27]3[C:23]=2[N:22]=[C:21]2[C:16]=1[CH:17]=[C:18]([OH:41])[CH:19]=[CH:20]2)=[O:36].ON1C(=O)CCC1=O.C(N=C=NCCCN(C)C)C. The catalyst is CN(C)C=O. The product is [NH2:8][CH2:9][C:10]([OH:12])=[O:11].[CH3:13][CH2:14][C:15]1[C:24]2[CH2:25][N:26]3[C:31](=[O:32])[C:30]4[CH2:33][O:34][C:35]([C@:37]([OH:40])([CH2:38][CH3:39])[C:29]=4[CH:28]=[C:27]3[C:23]=2[N:22]=[C:21]2[C:16]=1[CH:17]=[C:18]([OH:41])[CH:19]=[CH:20]2)=[O:36]. The yield is 0.670. (3) The reactants are CC1C=CC2C(=CC=CC=2N2CCN(CCC3C=C(C=CC=3)N)CC2)N=1.[Cl:27]CCN=C=O.[CH3:33][C:34]1[CH:43]=[CH:42][C:41]2[C:36](=[CH:37][CH:38]=[CH:39][C:40]=2[N:44]2[CH2:49][CH2:48][N:47]([CH2:50][CH2:51][C:52]3[CH:53]=[C:54]([N:58]4[CH2:62][CH2:61][NH:60][C:59]4=[O:63])[CH:55]=[CH:56][CH:57]=3)[CH2:46][CH2:45]2)[N:35]=1. No catalyst specified. The product is [ClH:27].[ClH:27].[CH3:33][C:34]1[CH:43]=[CH:42][C:41]2[C:36](=[CH:37][CH:38]=[CH:39][C:40]=2[N:44]2[CH2:49][CH2:48][N:47]([CH2:50][CH2:51][C:52]3[CH:53]=[C:54]([N:58]4[CH2:62][CH2:61][NH:60][C:59]4=[O:63])[CH:55]=[CH:56][CH:57]=3)[CH2:46][CH2:45]2)[N:35]=1. The yield is 0.220. (4) The reactants are [H-].[Na+].[C:3]([O:7][C:8]([N:10]1[CH2:15][CH2:14][NH:13][C:12](=[O:16])[CH2:11]1)=[O:9])([CH3:6])([CH3:5])[CH3:4].[CH2:17](Br)[C:18]1[CH:23]=[CH:22][CH:21]=[CH:20][CH:19]=1. No catalyst specified. The product is [C:3]([O:7][C:8]([N:10]1[CH2:15][CH2:14][N:13]([CH2:17][C:18]2[CH:23]=[CH:22][CH:21]=[CH:20][CH:19]=2)[C:12](=[O:16])[CH2:11]1)=[O:9])([CH3:6])([CH3:4])[CH3:5]. The yield is 0.760. (5) The reactants are [CH3:1][O:2][C:3](=[O:32])[CH2:4][CH2:5][CH2:6][CH2:7][CH2:8][NH:9][C:10]1[C:11]2[C:18]([C:19]3[CH:24]=[CH:23][C:22]([NH2:25])=[CH:21][CH:20]=3)=[C:17]([C:26]3[CH:31]=[CH:30][CH:29]=[CH:28][CH:27]=3)[O:16][C:12]=2[N:13]=[CH:14][N:15]=1.[CH2:33](N(CC)CC)[CH3:34].C(I)C. The catalyst is C(#N)C.ClCCl. The product is [CH3:1][O:2][C:3](=[O:32])[CH2:4][CH2:5][CH2:6][CH2:7][CH2:8][NH:9][C:10]1[C:11]2[C:18]([C:19]3[CH:20]=[CH:21][C:22]([NH:25][CH2:33][CH3:34])=[CH:23][CH:24]=3)=[C:17]([C:26]3[CH:27]=[CH:28][CH:29]=[CH:30][CH:31]=3)[O:16][C:12]=2[N:13]=[CH:14][N:15]=1. The yield is 0.199. (6) The reactants are [C:1]([NH:6][NH:7][C:8]([C@H:10]1[CH2:15][NH:14][C@@H:13]([C:16]([O:18][CH2:19][CH3:20])=[O:17])[CH2:12][CH2:11]1)=[O:9])(=O)[CH:2]([CH3:4])[CH3:3].O=P(Cl)(Cl)Cl.C([O-])(O)=O.[Na+]. The catalyst is C(#N)C. The product is [CH:2]([C:1]1[O:9][C:8]([C@H:10]2[CH2:15][NH:14][C@@H:13]([C:16]([O:18][CH2:19][CH3:20])=[O:17])[CH2:12][CH2:11]2)=[N:7][N:6]=1)([CH3:4])[CH3:3]. The yield is 0.130.